This data is from Full USPTO retrosynthesis dataset with 1.9M reactions from patents (1976-2016). The task is: Predict the reactants needed to synthesize the given product. Given the product [NH2:7][C:4]1[C:3]2=[CH:8][CH:9]=[C:10]([CH:16]=[O:17])[N:2]2[N:1]=[CH:6][N:5]=1, predict the reactants needed to synthesize it. The reactants are: [N:1]1[N:2]2[CH:10]=[CH:9][CH:8]=[C:3]2[C:4]([NH2:7])=[N:5][CH:6]=1.P(Cl)(Cl)(Cl)=O.[C:16](=O)(O)[O-:17].[Na+].C(OCC)(=O)C.